From a dataset of NCI-60 drug combinations with 297,098 pairs across 59 cell lines. Regression. Given two drug SMILES strings and cell line genomic features, predict the synergy score measuring deviation from expected non-interaction effect. (1) Drug 1: C1=CN(C(=O)N=C1N)C2C(C(C(O2)CO)O)(F)F. Drug 2: C1CC(C1)(C2=CC=C(C=C2)C3=C(C=C4C(=N3)C=CN5C4=NNC5=O)C6=CC=CC=C6)N. Cell line: SW-620. Synergy scores: CSS=60.6, Synergy_ZIP=1.51, Synergy_Bliss=2.18, Synergy_Loewe=-17.1, Synergy_HSA=6.16. (2) Drug 1: C1CNP(=O)(OC1)N(CCCl)CCCl. Drug 2: B(C(CC(C)C)NC(=O)C(CC1=CC=CC=C1)NC(=O)C2=NC=CN=C2)(O)O. Cell line: SW-620. Synergy scores: CSS=51.9, Synergy_ZIP=3.92, Synergy_Bliss=3.84, Synergy_Loewe=-46.1, Synergy_HSA=1.22.